Dataset: Ames mutagenicity test results for genotoxicity prediction. Task: Regression/Classification. Given a drug SMILES string, predict its toxicity properties. Task type varies by dataset: regression for continuous values (e.g., LD50, hERG inhibition percentage) or binary classification for toxic/non-toxic outcomes (e.g., AMES mutagenicity, cardiotoxicity, hepatotoxicity). Dataset: ames. (1) The molecule is O=NN(CC(=O)O)CC1(O)CCC(O)C(O)C1O. The result is 0 (non-mutagenic). (2) The molecule is CCN(Cc1ccccc1)c1ccccc1. The result is 0 (non-mutagenic). (3) The compound is CCN(N)CC. The result is 0 (non-mutagenic). (4) The drug is O=[N+]([O-])c1cnc2c(c1)nc1ccccn12. The result is 1 (mutagenic). (5) The drug is Nc1ccc(Cl)cc1. The result is 1 (mutagenic). (6) The molecule is C[C@]12CC[C@H]3[C@@H](CC[C@H]4C[C@@H](OC(=O)Cc5ccc(N(CCCl)CCCl)cc5)CC[C@@]43C)[C@@H]1CCC(=O)N2. The result is 1 (mutagenic). (7) The drug is Nc1ccc(Nc2ccc([N+](=O)[O-])cc2)cc1. The result is 1 (mutagenic).